From a dataset of Catalyst prediction with 721,799 reactions and 888 catalyst types from USPTO. Predict which catalyst facilitates the given reaction. (1) Reactant: [CH3:1][O:2][C:3]([C:5]1[CH:6]=[C:7]([CH:11]=[C:12]([N+:14]([O-:16])=[O:15])[CH:13]=1)[C:8](O)=[O:9])=[O:4].O1CCCC1.CO. Product: [OH:9][CH2:8][C:7]1[CH:6]=[C:5]([CH:13]=[C:12]([N+:14]([O-:16])=[O:15])[CH:11]=1)[C:3]([O:2][CH3:1])=[O:4]. The catalyst class is: 13. (2) Reactant: Cl.[CH:2]12[O:10][CH:6]([CH2:7][NH:8][CH2:9]1)[CH2:5][N:4]([CH2:11][C:12]1[CH:19]=[CH:18][C:15]([C:16]#[N:17])=[CH:14][CH:13]=1)[CH2:3]2.[C:20]([O:24][C:25](=[O:31])[NH:26][CH2:27][CH2:28][CH2:29]Br)([CH3:23])([CH3:22])[CH3:21].C([O-])([O-])=O.[K+].[K+]. Product: [C:20]([O:24][C:25](=[O:31])[NH:26][CH2:27][CH2:28][CH2:29][N:8]1[CH2:9][CH:2]2[O:10][CH:6]([CH2:5][N:4]([CH2:11][C:12]3[CH:19]=[CH:18][C:15]([C:16]#[N:17])=[CH:14][CH:13]=3)[CH2:3]2)[CH2:7]1)([CH3:23])([CH3:22])[CH3:21]. The catalyst class is: 10.